Dataset: Forward reaction prediction with 1.9M reactions from USPTO patents (1976-2016). Task: Predict the product of the given reaction. (1) Given the reactants [Br:1][C:2]1[C:3](=[O:19])[C:4]([O:17][CH3:18])=[C:5]2[C:13](=[O:14])[N:12]([CH2:15][CH3:16])[CH2:11][CH:7]3[CH2:8][CH2:9][C:10]=1[N:6]23.[Li+].[CH3:21][Si]([N-][Si](C)(C)C)(C)C.CI, predict the reaction product. The product is: [Br:1][C:2]1[C:3](=[O:19])[C:4]([O:17][CH3:18])=[C:5]2[C:13](=[O:14])[N:12]([CH2:15][CH3:16])[CH2:11][CH:7]3[CH2:8][CH:9]([CH3:21])[C:10]=1[N:6]23. (2) Given the reactants [CH2:1]([O:3][C:4](=[O:39])[CH2:5][CH2:6][CH2:7][O:8][C:9]1[CH:14]=[CH:13][CH:12]=[C:11]([CH2:15][CH2:16][CH2:17][CH2:18][CH2:19][CH2:20][O:21][C:22]2[CH:27]=[C:26]([O:28][CH2:29][CH3:30])[CH:25]=[C:24](Br)[CH:23]=2)[C:10]=1[CH2:32][CH2:33][C:34]([O:36][CH2:37][CH3:38])=[O:35])[CH3:2].[Cl:40][C:41]1[CH:46]=[CH:45][C:44](B(O)O)=[CH:43][CH:42]=1.C(=O)([O-])[O-].[Cs+].[Cs+], predict the reaction product. The product is: [CH2:1]([O:3][C:4](=[O:39])[CH2:5][CH2:6][CH2:7][O:8][C:9]1[CH:14]=[CH:13][CH:12]=[C:11]([CH2:15][CH2:16][CH2:17][CH2:18][CH2:19][CH2:20][O:21][C:22]2[CH:23]=[C:24]([C:44]3[CH:45]=[CH:46][C:41]([Cl:40])=[CH:42][CH:43]=3)[CH:25]=[C:26]([O:28][CH2:29][CH3:30])[CH:27]=2)[C:10]=1[CH2:32][CH2:33][C:34]([O:36][CH2:37][CH3:38])=[O:35])[CH3:2]. (3) Given the reactants Br[C:2]1[CH:3]=[N:4][N:5]2[CH:10]=[CH:9][C:8]([C:11]([N:13]([C:16]3[CH:21]=[CH:20][C:19]([C:22]#[N:23])=[CH:18][N:17]=3)[CH2:14][CH3:15])=[O:12])=[CH:7][C:6]=12.[CH3:24][NH:25][S:26]([C:29]1[CH:34]=[CH:33][C:32](B(O)O)=[CH:31][CH:30]=1)(=[O:28])=[O:27].C([O-])(O)=O.[Na+], predict the reaction product. The product is: [C:22]([C:19]1[CH:20]=[CH:21][C:16]([N:13]([CH2:14][CH3:15])[C:11]([C:8]2[CH:9]=[CH:10][N:5]3[N:4]=[CH:3][C:2]([C:32]4[CH:31]=[CH:30][C:29]([S:26](=[O:27])(=[O:28])[NH:25][CH3:24])=[CH:34][CH:33]=4)=[C:6]3[CH:7]=2)=[O:12])=[N:17][CH:18]=1)#[N:23]. (4) Given the reactants [CH3:1][O:2][C:3](=[O:22])[CH2:4][NH:5][C:6](=[O:21])[C:7]1[CH:12]=[CH:11][C:10]([O:13]CC2C=CC=CC=2)=[CH:9][CH:8]=1, predict the reaction product. The product is: [CH3:1][O:2][C:3](=[O:22])[CH2:4][NH:5][C:6](=[O:21])[C:7]1[CH:12]=[CH:11][C:10]([OH:13])=[CH:9][CH:8]=1. (5) The product is: [C:1]([C:3]1[CH:4]=[C:5]2[N:11]=[C:10]([C:12]([C:14]3[C:22]([CH2:23][CH3:24])=[CH:21][C:20]([CH3:25])=[C:19]4[C:15]=3[CH:16]=[CH:17][N:18]4[C:26]([O:28][C:29]([CH3:32])([CH3:30])[CH3:31])=[O:27])([NH:48][S:45]([CH2:44][CH2:43][Si:42]([CH3:50])([CH3:49])[CH3:41])(=[O:47])=[O:46])[CH3:51])[N:9]([CH2:33][O:34][CH2:35][CH2:36][Si:37]([CH3:38])([CH3:39])[CH3:40])[C:6]2=[N:7][CH:8]=1)#[N:2]. Given the reactants [C:1]([C:3]1[CH:4]=[C:5]2[N:11]=[C:10]([C:12]([C:14]3[C:22]([CH2:23][CH3:24])=[CH:21][C:20]([CH3:25])=[C:19]4[C:15]=3[CH:16]=[CH:17][N:18]4[C:26]([O:28][C:29]([CH3:32])([CH3:31])[CH3:30])=[O:27])=O)[N:9]([CH2:33][O:34][CH2:35][CH2:36][Si:37]([CH3:40])([CH3:39])[CH3:38])[C:6]2=[N:7][CH:8]=1)#[N:2].[CH3:41][Si:42]([CH3:50])([CH3:49])[CH2:43][CH2:44][S:45]([NH2:48])(=[O:47])=[O:46].[CH3:51][Mg]I.C1COCC1, predict the reaction product. (6) Given the reactants [S:1]1[CH:5]=[CH:4][CH:3]=[C:2]1[CH2:6][C:7]([OH:9])=[O:8].[OH-].[Na+].[CH:12]([O:14][CH2:15][CH2:16]Cl)=[CH2:13].O, predict the reaction product. The product is: [CH:12]([O:14][CH2:15][CH2:16][O:8][C:7]([CH2:6][C:2]1[S:1][CH:5]=[CH:4][CH:3]=1)=[O:9])=[CH2:13]. (7) Given the reactants [CH2:1]([O:3][C:4]1[CH:5]=[C:6]([C:13]2[O:17][N:16]=[C:15]([C:18]3[CH:19]=[CH:20][C:21]4[O:25][C:24]([CH:26]=[O:27])=[CH:23][C:22]=4[CH:28]=3)[N:14]=2)[CH:7]=[CH:8][C:9]=1[O:10][CH2:11][CH3:12])[CH3:2].[OH-:29].[K+], predict the reaction product. The product is: [CH2:1]([O:3][C:4]1[CH:5]=[C:6]([C:13]2[O:17][N:16]=[C:15]([C:18]3[CH:19]=[CH:20][C:21]4[O:25][C:24]([C:26]([OH:29])=[O:27])=[CH:23][C:22]=4[CH:28]=3)[N:14]=2)[CH:7]=[CH:8][C:9]=1[O:10][CH2:11][CH3:12])[CH3:2]. (8) Given the reactants [NH2:1][C:2]1[CH:7]=[CH:6][CH:5]=[CH:4][CH:3]=1.Br.C1C2C(=CC=CC=2)C=CC=1CS[C:21](=[NH:30])/[CH:22]=[CH:23]/[C:24]1[CH:29]=[CH:28][CH:27]=[CH:26][CH:25]=1.C(Cl)(Cl)[Cl:32], predict the reaction product. The product is: [ClH:32].[C:2]1([NH:1][C:21](=[NH:30])/[CH:22]=[CH:23]/[C:24]2[CH:29]=[CH:28][CH:27]=[CH:26][CH:25]=2)[CH:7]=[CH:6][CH:5]=[CH:4][CH:3]=1. (9) Given the reactants [CH2:1]([NH:3][S:4]([C:7]1[CH:12]=[CH:11][C:10]([CH3:13])=[CH:9][CH:8]=1)(=[O:6])=[O:5])[CH3:2].C([O-])([O-])=O.[K+].[K+].CN[C@@H:22]1[CH2:27][CH2:26][CH2:25][CH2:24][C@H:23]1NC.IC1C=CC=CC=1, predict the reaction product. The product is: [CH2:1]([N:3]([C:22]1[CH:27]=[CH:26][CH:25]=[CH:24][CH:23]=1)[S:4]([C:7]1[CH:12]=[CH:11][C:10]([CH3:13])=[CH:9][CH:8]=1)(=[O:6])=[O:5])[CH3:2].